From a dataset of Peptide-MHC class II binding affinity with 134,281 pairs from IEDB. Regression. Given a peptide amino acid sequence and an MHC pseudo amino acid sequence, predict their binding affinity value. This is MHC class II binding data. (1) The binding affinity (normalized) is 0.599. The peptide sequence is KSTNGLRIKSYEDAK. The MHC is HLA-DQA10102-DQB10602 with pseudo-sequence HLA-DQA10102-DQB10602. (2) The peptide sequence is AAASAGTTVYGAFAA. The MHC is HLA-DPA10103-DPB10601 with pseudo-sequence HLA-DPA10103-DPB10601. The binding affinity (normalized) is 0. (3) The peptide sequence is AVLTGYGLFHKEKMLLNE. The MHC is DRB1_0801 with pseudo-sequence DRB1_0801. The binding affinity (normalized) is 0.147. (4) The peptide sequence is AYESYKFIPALEAAVKQAYAATVAAA. The MHC is HLA-DQA10101-DQB10501 with pseudo-sequence HLA-DQA10101-DQB10501. The binding affinity (normalized) is 0.471. (5) The peptide sequence is AEVELRQHGSEEWEP. The MHC is HLA-DPA10103-DPB10301 with pseudo-sequence HLA-DPA10103-DPB10301. The binding affinity (normalized) is 0.0260.